This data is from Catalyst prediction with 721,799 reactions and 888 catalyst types from USPTO. The task is: Predict which catalyst facilitates the given reaction. Reactant: [Cl:1][C:2]1[CH:7]=[CH:6][C:5]([C:8]2[N:13]=[C:12]([S:14][CH3:15])[N:11]3[C:16](=[O:19])[NH:17][N:18]=[C:10]3[C:9]=2[C:20]2[CH:25]=[CH:24][CH:23]=[CH:22][CH:21]=2)=[CH:4][CH:3]=1.Cl[CH2:27][C:28]1[CH:29]=[CH:30][C:31]([C:34]([F:37])([F:36])[F:35])=[N:32][CH:33]=1.C([O-])([O-])=O.[K+].[K+]. Product: [Cl:1][C:2]1[CH:3]=[CH:4][C:5]([C:8]2[N:13]=[C:12]([S:14][CH3:15])[N:11]3[C:16](=[O:19])[N:17]([CH2:27][C:28]4[CH:33]=[N:32][C:31]([C:34]([F:37])([F:35])[F:36])=[CH:30][CH:29]=4)[N:18]=[C:10]3[C:9]=2[C:20]2[CH:21]=[CH:22][CH:23]=[CH:24][CH:25]=2)=[CH:6][CH:7]=1. The catalyst class is: 3.